Predict the product of the given reaction. From a dataset of Forward reaction prediction with 1.9M reactions from USPTO patents (1976-2016). (1) Given the reactants [OH:1][C:2]1[CH:3]=[C:4]2[C:9](=[CH:10][CH:11]=1)[CH:8]=[C:7]([CH:12]=[O:13])[CH:6]=[CH:5]2.[H-].[Na+].Br[CH2:17][CH2:18][CH2:19][CH2:20][CH2:21][CH2:22][CH2:23][C:24]([OH:26])=[O:25].[Na].C1([O-])C2C(=CC=CC=2)C=CC=1, predict the reaction product. The product is: [CH:12]([C:7]1[CH:8]=[C:9]2[C:4](=[CH:5][CH:6]=1)[CH:3]=[C:2]([O:1][CH2:17][CH2:18][CH2:19][CH2:20][CH2:21][CH2:22][CH2:23][C:24]([OH:26])=[O:25])[CH:11]=[CH:10]2)=[O:13]. (2) Given the reactants [NH:1]([C:3]1[CH:8]=[CH:7][C:6]([S:9]([OH:12])(=[O:11])=[O:10])=[CH:5][CH:4]=1)[NH2:2].C(O)C.[F:16][C:17]([F:31])([F:30])[C:18](=O)[CH2:19][C:20]([C:22]1[CH:27]=[CH:26][C:25]([CH3:28])=[CH:24][CH:23]=1)=O, predict the reaction product. The product is: [CH3:28][C:25]1[CH:24]=[CH:23][C:22]([C:20]2[N:1]([C:3]3[CH:8]=[CH:7][C:6]([S:9]([OH:12])(=[O:10])=[O:11])=[CH:5][CH:4]=3)[N:2]=[C:18]([C:17]([F:16])([F:30])[F:31])[CH:19]=2)=[CH:27][CH:26]=1. (3) The product is: [CH2:1]([C:4]1[CH:9]=[CH:8][C:7]([C:10]([F:12])([F:13])[F:11])=[CH:6][C:5]=1[OH:14])[CH2:2][CH3:3]. Given the reactants [CH2:1]([C:4]1[CH:9]=[CH:8][C:7]([C:10]([F:13])([F:12])[F:11])=[CH:6][C:5]=1[OH:14])[CH:2]=[CH2:3].C(C1C(C(F)(F)F)=CC=CC=1O)C=C.[H][H], predict the reaction product. (4) Given the reactants [O:1]1[C:5]2([CH2:10][CH2:9][CH:8]([CH:11]([OH:15])[CH2:12][CH:13]=[CH2:14])[CH2:7][CH2:6]2)[O:4][CH2:3][CH2:2]1.[H-].[Na+].[CH2:18](Br)[CH:19]=[CH2:20], predict the reaction product. The product is: [CH2:20]([O:15][CH:11]([CH:8]1[CH2:9][CH2:10][C:5]2([O:4][CH2:3][CH2:2][O:1]2)[CH2:6][CH2:7]1)[CH2:12][CH:13]=[CH2:14])[CH:19]=[CH2:18]. (5) Given the reactants [Br:1][C:2]1[CH:3]=[C:4]2[C:8](=[CH:9][CH:10]=1)[C:7]1([C:14](=[O:15])[N:13]([CH2:16][C:17]([N:19]([CH2:26][C:27]3[CH:32]=[CH:31][C:30]([F:33])=[CH:29][CH:28]=3)[C@@H:20]([CH3:25])[C:21]([F:24])([F:23])[F:22])=[O:18])[C:12](=[O:34])[NH:11]1)[CH2:6][C:5]2=[O:35].[BH4-].[Na+].CC(C)=O.O, predict the reaction product. The product is: [Br:1][C:2]1[CH:3]=[C:4]2[C:8](=[CH:9][CH:10]=1)[C:7]1([C:14](=[O:15])[N:13]([CH2:16][C:17]([N:19]([CH2:26][C:27]3[CH:28]=[CH:29][C:30]([F:33])=[CH:31][CH:32]=3)[C@@H:20]([CH3:25])[C:21]([F:24])([F:23])[F:22])=[O:18])[C:12](=[O:34])[NH:11]1)[CH2:6][CH:5]2[OH:35].